This data is from Full USPTO retrosynthesis dataset with 1.9M reactions from patents (1976-2016). The task is: Predict the reactants needed to synthesize the given product. (1) The reactants are: [CH3:1][O:2][C:3]1[CH:4]=[C:5]([CH:30]=[CH:31][C:32]=1[O:33][CH3:34])[CH2:6][NH:7][C:8]1[N:13]2[N:14]=[C:15]([C:17]3[O:18][CH:19]=[CH:20][CH:21]=3)[N:16]=[C:12]2[CH:11]=[C:10]([C:22]2[N:27]=[CH:26][C:25]([CH:28]=[O:29])=[CH:24][CH:23]=2)[N:9]=1.[BH4-].[Na+]. Given the product [CH3:1][O:2][C:3]1[CH:4]=[C:5]([CH:30]=[CH:31][C:32]=1[O:33][CH3:34])[CH2:6][NH:7][C:8]1[N:13]2[N:14]=[C:15]([C:17]3[O:18][CH:19]=[CH:20][CH:21]=3)[N:16]=[C:12]2[CH:11]=[C:10]([C:22]2[N:27]=[CH:26][C:25]([CH2:28][OH:29])=[CH:24][CH:23]=2)[N:9]=1, predict the reactants needed to synthesize it. (2) Given the product [C:13]([C:11]1[CH:12]=[C:7]([C:5]2[C:4]([C:3]([NH:2][CH3:1])=[O:22])=[CH:23][N:35]=[C:32]([CH3:33])[N:34]=2)[CH:8]=[C:9]([C:18]([CH3:19])([CH3:21])[CH3:20])[C:10]=1[OH:17])([CH3:15])([CH3:14])[CH3:16], predict the reactants needed to synthesize it. The reactants are: [CH3:1][NH:2][C:3](=[O:22])[CH2:4][C:5]([C:7]1[CH:12]=[C:11]([C:13]([CH3:16])([CH3:15])[CH3:14])[C:10]([OH:17])=[C:9]([C:18]([CH3:21])([CH3:20])[CH3:19])[CH:8]=1)=O.[CH3:23]OC(OC)N(C)C.Cl.[C:32]([NH2:35])(=[NH:34])[CH3:33].CC(C)([O-])C.[K+].P([O-])(O)(O)=O.[K+]. (3) Given the product [Cl:1][C:2]1[C:6]([N:7]([CH2:8][CH3:9])[C:21](=[O:24])[CH:22]=[CH2:23])=[CH:5][N:4]([C:10]2[CH:11]=[N:12][CH:13]=[CH:14][CH:15]=2)[N:3]=1, predict the reactants needed to synthesize it. The reactants are: [Cl:1][C:2]1[C:6]([NH:7][CH2:8][CH3:9])=[CH:5][N:4]([C:10]2[CH:11]=[N:12][CH:13]=[CH:14][CH:15]=2)[N:3]=1.C(=O)([O-])O.[Na+].[C:21](Cl)(=[O:24])[CH:22]=[CH2:23]. (4) Given the product [CH2:3]([O:10][C:11]1[CH:16]=[CH:15][C:14]([CH:17]([C:28]2([OH:34])[CH2:33][CH2:32][CH2:31][CH2:30][CH2:29]2)[CH2:18][N:19]2[CH2:20][CH2:21][CH:22]([N:25]([CH3:27])[CH3:26])[CH2:23][CH2:24]2)=[CH:13][C:12]=1[Cl:35])[C:4]1[CH:5]=[CH:6][CH:7]=[CH:8][CH:9]=1, predict the reactants needed to synthesize it. The reactants are: Cl.Cl.[CH2:3]([O:10][C:11]1[CH:16]=[CH:15][C:14]([CH:17]([C:28]2([OH:34])[CH2:33][CH2:32][CH2:31][CH2:30][CH2:29]2)[CH2:18][N:19]2[CH2:24][CH2:23][CH:22]([N:25]([CH3:27])[CH3:26])[CH2:21][CH2:20]2)=[CH:13][C:12]=1[Cl:35])[C:4]1[CH:9]=[CH:8][CH:7]=[CH:6][CH:5]=1.Cl.Cl.NC1CCN(CC(C2(O)CCCCC2)C2C=CC(OCC3C=CC=CC=3)=C(Cl)C=2)CC1.